From a dataset of Full USPTO retrosynthesis dataset with 1.9M reactions from patents (1976-2016). Predict the reactants needed to synthesize the given product. (1) Given the product [OH:33][CH2:32][C:31]1[C:30]([N:34]2[C:46](=[O:47])[C:45]3[S:44][C:43]4[CH2:42][CH2:41][CH2:40][CH2:39][C:38]=4[C:37]=3[CH:36]=[N:35]2)=[CH:29][N:28]=[CH:27][C:26]=1[C:4]1[CH:5]=[C:6]([NH:9][C:10]2[CH:15]=[CH:14][C:13]([N:16]3[CH2:17][CH2:18][N:19]([CH:22]4[CH2:25][O:24][CH2:23]4)[CH2:20][CH2:21]3)=[CH:12][N:11]=2)[C:7](=[O:8])[N:2]([CH3:1])[CH:3]=1, predict the reactants needed to synthesize it. The reactants are: [CH3:1][N:2]1[C:7](=[O:8])[C:6]([NH:9][C:10]2[CH:15]=[CH:14][C:13]([N:16]3[CH2:21][CH2:20][N:19]([CH:22]4[CH2:25][O:24][CH2:23]4)[CH2:18][CH2:17]3)=[CH:12][N:11]=2)=[CH:5][C:4]([C:26]2[CH:27]=[N:28][CH:29]=[C:30]([N:34]3[C:46](=[O:47])[C:45]4[S:44][C:43]5[CH2:42][CH2:41][CH2:40][CH2:39][C:38]=5[C:37]=4[CH:36]=[N:35]3)[C:31]=2[CH:32]=[O:33])=[CH:3]1.[BH4-].[Na+]. (2) Given the product [Br:1][C:2]1[CH:3]=[C:4]([NH:9][C:10]([N:26]2[CH2:27][C:24]([F:28])([F:23])[CH2:25]2)=[O:11])[C:5]([CH3:8])=[N:6][CH:7]=1, predict the reactants needed to synthesize it. The reactants are: [Br:1][C:2]1[CH:3]=[C:4]([NH2:9])[C:5]([CH3:8])=[N:6][CH:7]=1.[C:10](N1C=CN=C1)(N1C=CN=C1)=[O:11].Cl.[F:23][C:24]1([F:28])[CH2:27][NH:26][CH2:25]1. (3) The reactants are: [CH3:1][C:2]1[C:3]([N:11]2[CH2:16][CH2:15][CH:14]([C:17]([O:19][CH3:20])=[O:18])[CH2:13][CH2:12]2)=[N:4][CH:5]=[C:6]([N+:8]([O-])=O)[CH:7]=1. Given the product [NH2:8][C:6]1[CH:7]=[C:2]([CH3:1])[C:3]([N:11]2[CH2:16][CH2:15][CH:14]([C:17]([O:19][CH3:20])=[O:18])[CH2:13][CH2:12]2)=[N:4][CH:5]=1, predict the reactants needed to synthesize it. (4) Given the product [Cl:1][C:2]1[CH:27]=[CH:26][C:5]2[N:6]3[C:10]([CH2:11][N:12]([C:29]4[N:34]=[CH:33][CH:32]=[CH:31][N:30]=4)[CH2:13][C:4]=2[CH:3]=1)=[N:9][N:8]=[C:7]3[CH:14]1[CH2:15][CH2:16][N:17]([C:20]2[CH:25]=[CH:24][CH:23]=[CH:22][N:21]=2)[CH2:18][CH2:19]1, predict the reactants needed to synthesize it. The reactants are: [Cl:1][C:2]1[CH:27]=[CH:26][C:5]2[N:6]3[C:10]([CH2:11][NH:12][CH2:13][C:4]=2[CH:3]=1)=[N:9][N:8]=[C:7]3[CH:14]1[CH2:19][CH2:18][N:17]([C:20]2[CH:25]=[CH:24][CH:23]=[CH:22][N:21]=2)[CH2:16][CH2:15]1.Cl[C:29]1[N:34]=[CH:33][CH:32]=[CH:31][N:30]=1.C(=O)([O-])[O-].[K+].[K+]. (5) Given the product [Cl:1][C:2]1[CH:3]=[CH:4][C:5]([N:8]2[CH:12]=[C:11]([CH2:13][CH2:14][CH2:15][OH:16])[C:10]([CH:20]([CH3:22])[CH3:21])=[N:9]2)=[N:6][CH:7]=1, predict the reactants needed to synthesize it. The reactants are: [Cl:1][C:2]1[CH:3]=[CH:4][C:5]([N:8]2[CH:12]=[C:11]([CH2:13][CH2:14][C:15](OCC)=[O:16])[C:10]([CH:20]([CH3:22])[CH3:21])=[N:9]2)=[N:6][CH:7]=1.[H-].C([Al+]CC(C)C)C(C)C.Cl. (6) Given the product [CH2:22]([O:29][C:30]1[CH:35]=[C:34]([CH2:36][C@@H:37]2[CH2:41][CH2:40][C:39](=[O:42])[NH:38]2)[CH:33]=[CH:32][C:31]=1[N:43]1[S:47](=[O:49])(=[O:48])[NH:46][C:45](=[O:56])[CH2:44]1)[C:23]1[CH:24]=[CH:25][CH:26]=[CH:27][CH:28]=1, predict the reactants needed to synthesize it. The reactants are: [N-]=C=O.CCCC[N+](CCCC)(CCCC)CCCC.[F-].[CH2:22]([O:29][C:30]1[CH:35]=[C:34]([CH2:36][C@@H:37]2[CH2:41][CH2:40][C:39](=[O:42])[NH:38]2)[CH:33]=[CH:32][C:31]=1[N:43]1[S:47](=[O:49])(=[O:48])[N:46](CC[Si](C)(C)C)[C:45](=[O:56])[CH2:44]1)[C:23]1[CH:28]=[CH:27][CH:26]=[CH:25][CH:24]=1. (7) Given the product [OH:8][CH2:9][C:10]1[CH:11]=[CH:12][C:13]([CH:16]2[CH2:25][CH2:24][C:19](=[O:20])[CH2:18][CH2:17]2)=[CH:14][CH:15]=1, predict the reactants needed to synthesize it. The reactants are: C([Si]([O:8][CH2:9][C:10]1[CH:15]=[CH:14][C:13]([CH:16]2[CH2:25][CH2:24][C:19]3(OCC[O:20]3)[CH2:18][CH2:17]2)=[CH:12][CH:11]=1)(C)C)(C)(C)C.C1(C)C=CC(S([O-])(=O)=O)=CC=1.[NH+]1C=CC=CC=1. (8) Given the product [C:24]([CH:3]1[C:2]([CH3:19])([CH3:1])[CH2:6][CH2:5][N:4]1[C:7]([O:9][CH2:10][C:11]1[CH:16]=[CH:15][CH:14]=[CH:13][CH:12]=1)=[O:8])#[N:25], predict the reactants needed to synthesize it. The reactants are: [CH3:1][C:2]1([CH3:19])[CH2:6][CH2:5][N:4]([C:7]([O:9][CH2:10][C:11]2[CH:16]=[CH:15][CH:14]=[CH:13][CH:12]=2)=[O:8])[CH:3]1OC.C[Si]([C:24]#[N:25])(C)C.B(F)(F)F.CCOCC.